Predict the reaction yield, written as a fraction of the theoretical maximum amount of product (1.0 means a 100% yield; for example, 0.34 means a 34% yield). From a dataset of Reaction yield outcomes from USPTO patents with 853,638 reactions. The reactants are [Cl:1][C:2]1[CH:3]=[N:4][CH:5]=[C:6]([Cl:22])[C:7]=1[CH2:8][CH:9]([C:11]1[CH:16]=[CH:15][C:14]([O:17][CH3:18])=[C:13]([O:19][CH2:20][CH3:21])[CH:12]=1)O.C1C=CC(P(C2C=CC=CC=2)C2C=CC=CC=2)=CC=1.CC(OC(/[N:48]=N/C(OC(C)C)=O)=O)C.P(N=[N+]=[N-])(OC1C=CC=CC=1)(OC1C=CC=CC=1)=O.C[O:76][C:77](=O)[C:78]1[C:83]([NH:84][C:85]([CH:87]2[CH2:89][CH2:88]2)=[O:86])=[CH:82][CH:81]=[CH:80][C:79]=1[CH2:90]Br.C(N(CC)CC)C. The catalyst is CN(C=O)C.O. The product is [Cl:1][C:2]1[CH:3]=[N:4][CH:5]=[C:6]([Cl:22])[C:7]=1[CH2:8][CH:9]([N:48]1[C:77](=[O:76])[C:78]2[C:79](=[CH:80][CH:81]=[CH:82][C:83]=2[NH:84][C:85]([CH:87]2[CH2:89][CH2:88]2)=[O:86])[CH2:90]1)[C:11]1[CH:16]=[CH:15][C:14]([O:17][CH3:18])=[C:13]([O:19][CH2:20][CH3:21])[CH:12]=1. The yield is 0.160.